This data is from Full USPTO retrosynthesis dataset with 1.9M reactions from patents (1976-2016). The task is: Predict the reactants needed to synthesize the given product. (1) Given the product [NH2:9][CH2:8][C@@H:7]1[CH2:6][CH2:5][N:4]([C:17]([O:19][C:20]([CH3:22])([CH3:21])[CH3:23])=[O:18])[CH2:3][C@H:2]1[OH:1], predict the reactants needed to synthesize it. The reactants are: [OH:1][C@H:2]1[C@H:7]([CH2:8][NH:9]CC2C=CC=CC=2)[CH2:6][CH2:5][N:4]([C:17]([O:19][C:20]([CH3:23])([CH3:22])[CH3:21])=[O:18])[CH2:3]1.[H][H]. (2) The reactants are: [O:1]1[C:5]2([CH2:10][CH2:9]C(=O)[CH2:7][CH2:6]2)[O:4][CH2:3][CH2:2]1.[C:12]([OH:20])(=O)[C:13]1[CH:18]=[CH:17][N:16]=[CH:15][CH:14]=1.OC1C2N=N[NH:27]C=2C=CC=1.Cl.CN(C)CCCN=C=NCC.C(N(C(C)C)CC)(C)C. Given the product [C:12]([N:27]1[CH2:7][CH2:6][C:5]2([O:1][CH2:2][CH2:3][O:4]2)[CH2:10][CH2:9]1)(=[O:20])[C:13]1[CH:18]=[CH:17][N:16]=[CH:15][CH:14]=1, predict the reactants needed to synthesize it. (3) Given the product [OH:23][C@H:18]1[CH2:19][CH2:20][CH2:21][CH2:22][C@@H:17]1[NH:16][C:12]([C:4]1[C:3]2[C:7](=[C:8]([CH3:11])[CH:9]=[CH:10][C:2]=2[F:1])[NH:6][CH:5]=1)=[O:14], predict the reactants needed to synthesize it. The reactants are: [F:1][C:2]1[CH:10]=[CH:9][C:8]([CH3:11])=[C:7]2[C:3]=1[C:4]([C:12]([OH:14])=O)=[CH:5][NH:6]2.Cl.[NH2:16][C@H:17]1[CH2:22][CH2:21][CH2:20][CH2:19][C@@H:18]1[OH:23]. (4) Given the product [CH3:1][N:2]([CH3:7])[CH2:3][CH2:4][CH2:5][NH:6][C:21]1[N:20]=[C:19]([C:18]2[C:17]([C:29]3[CH:34]=[CH:33][C:32]([C:35]([F:38])([F:37])[F:36])=[CH:31][CH:30]=3)=[N:16][N:14]3[CH:15]=[C:10]([C:9]([F:8])([F:39])[F:40])[CH:11]=[CH:12][C:13]=23)[CH:24]=[CH:23][N:22]=1, predict the reactants needed to synthesize it. The reactants are: [CH3:1][N:2]([CH3:7])[CH2:3][CH2:4][CH2:5][NH2:6].[F:8][C:9]([F:40])([F:39])[C:10]1[CH:11]=[CH:12][C:13]2[N:14]([N:16]=[C:17]([C:29]3[CH:34]=[CH:33][C:32]([C:35]([F:38])([F:37])[F:36])=[CH:31][CH:30]=3)[C:18]=2[C:19]2[CH:24]=[CH:23][N:22]=[C:21](S(C)(=O)=O)[N:20]=2)[CH:15]=1. (5) Given the product [OH:17][CH2:16][C:13]1[CH:14]=[CH:15][C:10]2[C:9]3[C:19]([O:27][CH3:28])=[C:20]([O:25][CH3:26])[C:21]([O:23][CH3:24])=[CH:22][C:8]=3[CH2:7][CH2:6][C@H:5]([NH:4][C:1](=[O:3])[CH3:2])[C:11]=2[CH:12]=1.[CH2:1]([NH:4][C@@H:5]1[C:11]2[CH:12]=[C:13]([CH2:16][OH:17])[CH:14]=[CH:15][C:10]=2[C:9]2[C:19]([O:27][CH3:28])=[C:20]([O:25][CH3:26])[C:21]([O:23][CH3:24])=[CH:22][C:8]=2[CH2:7][CH2:6]1)[CH3:2], predict the reactants needed to synthesize it. The reactants are: [C:1]([NH:4][C@@H:5]1[C:11]2[CH:12]=[C:13]([C:16]([O-])=[O:17])[CH:14]=[CH:15][C:10]=2[C:9]2[C:19]([O:27][CH3:28])=[C:20]([O:25][CH3:26])[C:21]([O:23][CH3:24])=[CH:22][C:8]=2[CH2:7][CH2:6]1)(=[O:3])[CH3:2].[H-].[Al+3].[Li+].[H-].[H-].[H-].O. (6) Given the product [C:11]([O:15][C:16](=[O:37])[NH:17][C:18]([C:20]1[S:21][C:22]([S:35][CH3:36])=[C:23]([S:25]([C:28]2[CH:29]=[C:30]([C:4]3[CH:5]=[CH:6][CH:7]=[C:2]([NH2:1])[CH:3]=3)[CH:31]=[CH:32][CH:33]=2)(=[O:27])=[O:26])[CH:24]=1)=[NH:19])([CH3:14])([CH3:13])[CH3:12], predict the reactants needed to synthesize it. The reactants are: [NH2:1][C:2]1[CH:3]=[C:4](B(O)O)[CH:5]=[CH:6][CH:7]=1.[C:11]([O:15][C:16](=[O:37])[NH:17][C:18]([C:20]1[S:21][C:22]([S:35][CH3:36])=[C:23]([S:25]([C:28]2[CH:33]=[CH:32][CH:31]=[C:30](Br)[CH:29]=2)(=[O:27])=[O:26])[CH:24]=1)=[NH:19])([CH3:14])([CH3:13])[CH3:12].C([O-])([O-])=O.[Na+].[Na+]. (7) The reactants are: [C:1]([N:4]1[C:13]2[C:8](=[CH:9][C:10](Br)=[CH:11][CH:12]=2)[CH:7]([NH:15][C:16]2[CH:21]=[CH:20][CH:19]=[CH:18][CH:17]=2)[CH2:6][CH:5]1[CH3:22])(=[O:3])[CH3:2].[CH3:23][N:24](C=O)C. Given the product [C:1]([N:4]1[C:13]2[C:8](=[CH:9][C:10]([C:23]#[N:24])=[CH:11][CH:12]=2)[CH:7]([NH:15][C:16]2[CH:21]=[CH:20][CH:19]=[CH:18][CH:17]=2)[CH2:6][CH:5]1[CH3:22])(=[O:3])[CH3:2], predict the reactants needed to synthesize it. (8) The reactants are: [C:1]([C:5]1[N:9]=[C:8]([CH2:10][C:11]([O:13]CC)=[O:12])[N:7]([CH2:16][CH2:17][O:18][CH3:19])[N:6]=1)([CH3:4])([CH3:3])[CH3:2].[Li+].[OH-].Cl. Given the product [C:1]([C:5]1[N:9]=[C:8]([CH2:10][C:11]([OH:13])=[O:12])[N:7]([CH2:16][CH2:17][O:18][CH3:19])[N:6]=1)([CH3:4])([CH3:2])[CH3:3], predict the reactants needed to synthesize it.